From a dataset of Reaction yield outcomes from USPTO patents with 853,638 reactions. Predict the reaction yield, written as a fraction of the theoretical maximum amount of product (1.0 means a 100% yield; for example, 0.34 means a 34% yield). (1) The reactants are [F:1][C:2]([F:9])([F:8])[CH2:3][S:4](Cl)(=[O:6])=[O:5].CS([N:14]1[CH2:19][CH2:18][CH:17]([NH:20][C:21]([NH:23][C:24]2[CH:29]=[CH:28][C:27]([C:30]([F:33])([F:32])[F:31])=[CH:26][CH:25]=2)=[O:22])[CH2:16][CH2:15]1)(=O)=O. No catalyst specified. The product is [F:1][C:2]([F:9])([F:8])[CH2:3][S:4]([N:14]1[CH2:19][CH2:18][CH:17]([NH:20][C:21]([NH:23][C:24]2[CH:29]=[CH:28][C:27]([C:30]([F:31])([F:32])[F:33])=[CH:26][CH:25]=2)=[O:22])[CH2:16][CH2:15]1)(=[O:6])=[O:5]. The yield is 0.460. (2) The reactants are [CH2:1]([C:19]([OH:58])([CH:38]([OH:57])[CH2:39][CH2:40][CH2:41][CH2:42][CH2:43][CH2:44][CH2:45][CH2:46]/[CH:47]=[CH:48]\[CH2:49]/[CH:50]=[CH:51]\[CH2:52][CH2:53][CH2:54][CH2:55][CH3:56])[CH2:20][CH2:21][CH2:22][CH2:23][CH2:24][CH2:25][CH2:26][CH2:27]/[CH:28]=[CH:29]\[CH2:30]/[CH:31]=[CH:32]\[CH2:33][CH2:34][CH2:35][CH2:36][CH3:37])[CH2:2][CH2:3][CH2:4][CH2:5][CH2:6][CH2:7][CH2:8]/[CH:9]=[CH:10]\[CH2:11]/[CH:12]=[CH:13]\[CH2:14][CH2:15][CH2:16][CH2:17][CH3:18].Cl.[CH3:60][N:61]([CH3:68])[CH2:62][CH2:63][CH2:64][C:65](O)=[O:66].CCN=C=NCCCN(C)C.Cl.CCN(C(C)C)C(C)C. The catalyst is ClCCl.CN(C1C=CN=CC=1)C. The product is [CH3:60][N:61]([CH3:68])[CH2:62][CH2:63][CH2:64][C:65]([O:57][CH:38]([C:19]([OH:58])([CH2:20][CH2:21][CH2:22][CH2:23][CH2:24][CH2:25][CH2:26][CH2:27]/[CH:28]=[CH:29]\[CH2:30]/[CH:31]=[CH:32]\[CH2:33][CH2:34][CH2:35][CH2:36][CH3:37])[CH2:1][CH2:2][CH2:3][CH2:4][CH2:5][CH2:6][CH2:7][CH2:8]/[CH:9]=[CH:10]\[CH2:11]/[CH:12]=[CH:13]\[CH2:14][CH2:15][CH2:16][CH2:17][CH3:18])[CH2:39][CH2:40][CH2:41][CH2:42][CH2:43][CH2:44][CH2:45][CH2:46]/[CH:47]=[CH:48]\[CH2:49]/[CH:50]=[CH:51]\[CH2:52][CH2:53][CH2:54][CH2:55][CH3:56])=[O:66]. The yield is 0.770.